Dataset: Full USPTO retrosynthesis dataset with 1.9M reactions from patents (1976-2016). Task: Predict the reactants needed to synthesize the given product. (1) Given the product [CH3:1][C:2]1[CH:9]=[CH:8][C:5]([CH:6]=[N:11][OH:12])=[CH:4][CH:3]=1, predict the reactants needed to synthesize it. The reactants are: [CH3:1][C:2]1[CH:9]=[CH:8][C:5]([CH:6]=O)=[CH:4][CH:3]=1.Cl.[NH2:11][OH:12].C([O-])(=O)C.[Na+]. (2) The reactants are: C([Li])CCC.[CH2:6]([O:8][C:9]1[CH:22]=[CH:21][C:20]2[C:19]3[C:14](=[C:15]([F:23])[CH:16]=[CH:17][CH:18]=3)[C:13]([F:25])([F:24])[C:12]([F:27])([F:26])[C:11]=2[C:10]=1[F:28])[CH3:7].B(OC)(OC)[O:30]C.C(O)(=O)C.O.OO. Given the product [CH2:6]([O:8][C:9]1[C:10]([F:28])=[C:11]2[C:20]([C:19]3[CH:18]=[CH:17][C:16]([OH:30])=[C:15]([F:23])[C:14]=3[C:13]([F:24])([F:25])[C:12]2([F:27])[F:26])=[CH:21][CH:22]=1)[CH3:7], predict the reactants needed to synthesize it. (3) Given the product [CH3:1][O:2][C:3]1[CH:8]=[CH:7][C:6]([N+:9]([O-:11])=[O:10])=[CH:5][C:4]=1[N:12]([CH3:17])[CH2:13][CH2:14][CH3:15], predict the reactants needed to synthesize it. The reactants are: [CH3:1][O:2][C:3]1[CH:8]=[CH:7][C:6]([N+:9]([O-:11])=[O:10])=[CH:5][C:4]=1[N:12]([CH3:17])[C:13](=O)[CH2:14][CH3:15].B.CSC. (4) Given the product [F:34][C:3]([F:2])([F:33])[C:4]1[CH:28]=[C:27]([C:29]([F:31])([F:32])[F:30])[CH:26]=[CH:25][C:5]=1[CH2:6][N:7]1[CH2:12][CH2:11][CH:10](/[CH:13]=[C:14]2/[C:15]([NH:44][CH2:45][C:46]([NH:63][CH2:57][CH2:58][OH:59])=[O:47])=[N:16][C:17](=[O:19])[S:18]/2)[CH2:9][CH2:8]1, predict the reactants needed to synthesize it. The reactants are: Cl.[F:2][C:3]([F:34])([F:33])[C:4]1[CH:28]=[C:27]([C:29]([F:32])([F:31])[F:30])[CH:26]=[CH:25][C:5]=1[CH2:6][N:7]1[CH2:12][CH2:11][CH:10](/[CH:13]=[C:14]2/[C:15](NCC(O)=O)=[N:16][C:17](=[O:19])[S:18]/2)[CH2:9][CH2:8]1.C(N(C(C)C)C(C)C)C.[NH2:44][CH2:45][CH2:46][OH:47].F[P-](F)(F)(F)(F)F.C([C:57](=[N:63]O[C+](N(C)C)N1CCOCC1)[C:58](OCC)=[O:59])#N. (5) Given the product [NH:1]1[C:5]2[CH:6]=[CH:7][C:8]([N:10]3[CH:20]([C:17]4[CH:18]=[CH:19][C:12]5=[N:11][S:15][N:14]=[C:13]5[CH:16]=4)[C:27]([C:28]([CH:30]4[CH2:32][CH2:31]4)=[O:29])=[C:26]([OH:33])[C:25]3=[O:24])=[CH:9][C:4]=2[N:3]=[CH:2]1, predict the reactants needed to synthesize it. The reactants are: [NH:1]1[C:5]2[CH:6]=[CH:7][C:8]([NH2:10])=[CH:9][C:4]=2[N:3]=[CH:2]1.[N:11]1[S:15][N:14]=[C:13]2[CH:16]=[C:17]([CH:20]=O)[CH:18]=[CH:19][C:12]=12.C([O:24][C:25](=O)[C:26](=[O:33])[CH2:27][C:28]([CH:30]1[CH2:32][CH2:31]1)=[O:29])C.